Dataset: Reaction yield outcomes from USPTO patents with 853,638 reactions. Task: Predict the reaction yield, written as a fraction of the theoretical maximum amount of product (1.0 means a 100% yield; for example, 0.34 means a 34% yield). (1) The reactants are [C:1]([O:5][C:6](=[O:20])[CH2:7][CH2:8][S:9][CH2:10][C:11]1[CH:12]=[C:13]([CH:17]=[CH:18][CH:19]=1)[C:14]([OH:16])=O)([CH3:4])([CH3:3])[CH3:2].CCN=C=NCCCN(C)C.Cl.[F:33][C:34]([F:68])([F:67])[C:35]1[CH:36]=[C:37]([CH:64]=[CH:65][CH:66]=1)[CH2:38][NH:39][C:40](=[O:63])[C:41]1[CH:46]=[CH:45][N:44]=[C:43]([C:47]2[CH:52]=[C:51]([N:53]([CH2:58][CH2:59][O:60][CH3:61])[CH2:54][CH2:55][O:56][CH3:57])[CH:50]=[CH:49][C:48]=2[NH2:62])[CH:42]=1. The catalyst is ClCCl.CN(C)C1C=CN=CC=1. The product is [F:67][C:34]([F:33])([F:68])[C:35]1[CH:36]=[C:37]([CH:64]=[CH:65][CH:66]=1)[CH2:38][NH:39][C:40]([C:41]1[CH:46]=[CH:45][N:44]=[C:43]([C:47]2[CH:52]=[C:51]([N:53]([CH2:54][CH2:55][O:56][CH3:57])[CH2:58][CH2:59][O:60][CH3:61])[CH:50]=[CH:49][C:48]=2[NH:62][C:14]([C:13]2[CH:12]=[C:11]([CH:19]=[CH:18][CH:17]=2)[CH2:10][S:9][CH2:8][CH2:7][C:6]([O:5][C:1]([CH3:2])([CH3:3])[CH3:4])=[O:20])=[O:16])[CH:42]=1)=[O:63]. The yield is 0.640. (2) The reactants are [F:1][C:2]1[CH:3]=[C:4]2[CH:10]=[CH:9][NH:8][C:5]2=[N:6][CH:7]=1.Cl[CH:12](Cl)[O:13]C.[Cl-].[Cl-].[Cl-].[Al+3]. The catalyst is ClCCCl.[N+](C)([O-])=O. The product is [F:1][C:2]1[CH:3]=[C:4]2[C:10]([CH:12]=[O:13])=[CH:9][NH:8][C:5]2=[N:6][CH:7]=1. The yield is 0.770. (3) The reactants are [CH2:1]([CH:4]1[C:8](=O)[CH2:7][CH2:6][O:5]1)[CH:2]=[CH2:3].[C:10]([O-:13])(=O)[CH3:11].[NH4+:14].[C:15]([N+:19]#[C-])([CH3:18])([CH3:17])[CH3:16].FC(F)(F)[CH2:23][OH:24]. The catalyst is O. The product is [C:10]([NH:14][C@@:8]1([C:23]([NH:19][C:15]([CH3:18])([CH3:17])[CH3:16])=[O:24])[CH2:7][CH2:6][O:5][C@@H:4]1[CH2:1][CH:2]=[CH2:3])(=[O:13])[CH3:11]. The yield is 0.360. (4) The reactants are [Mg].[CH2:2](Br)[CH2:3][CH2:4][CH2:5][CH2:6][CH2:7][CH2:8][CH2:9]/[CH:10]=[CH:11]\[CH2:12]/[CH:13]=[CH:14]\[CH2:15][CH2:16][CH2:17][CH2:18][CH3:19].CN([CH:24]=[O:25])C. The catalyst is CCOCC. The product is [CH:24](=[O:25])[CH2:2][CH2:3][CH2:4][CH2:5][CH2:6][CH2:7][CH2:8][CH2:9]/[CH:10]=[CH:11]\[CH2:12]/[CH:13]=[CH:14]\[CH2:15][CH2:16][CH2:17][CH2:18][CH3:19]. The yield is 0.830. (5) The reactants are [CH:1]1([O:6][C:7](=[O:26])[C@@H:8]([NH:15][CH2:16][C:17]2[CH:22]=[CH:21][CH:20]=[C:19]([N+:23]([O-:25])=[O:24])[CH:18]=2)[C:9]2[CH:14]=[CH:13][CH:12]=[CH:11][CH:10]=2)[CH2:5][CH2:4][CH2:3][CH2:2]1.[C:27](O[C:27]([O:29][C:30]([CH3:33])([CH3:32])[CH3:31])=[O:28])([O:29][C:30]([CH3:33])([CH3:32])[CH3:31])=[O:28].CN(C)CCNC.C(OCC)(=O)C. The catalyst is C(Cl)Cl. The product is [CH:1]1([O:6][C:7](=[O:26])[C@@H:8]([N:15]([CH2:16][C:17]2[CH:22]=[CH:21][CH:20]=[C:19]([N+:23]([O-:25])=[O:24])[CH:18]=2)[C:27]([O:29][C:30]([CH3:33])([CH3:32])[CH3:31])=[O:28])[C:9]2[CH:10]=[CH:11][CH:12]=[CH:13][CH:14]=2)[CH2:2][CH2:3][CH2:4][CH2:5]1. The yield is 0.420.